The task is: Predict which catalyst facilitates the given reaction.. This data is from Catalyst prediction with 721,799 reactions and 888 catalyst types from USPTO. (1) Reactant: [CH2:1]([C:4]1[S:31][C:7]2[N:8]=[C:9]([N:25]3[CH2:29][CH2:28][C@H:27]([NH2:30])[CH2:26]3)[N:10]=[C:11]([N:12]3[CH2:17][CH2:16][N:15]4[C:18]([C:21]([F:24])([F:23])[F:22])=[N:19][N:20]=[C:14]4[CH2:13]3)[C:6]=2[CH:5]=1)[CH2:2][CH3:3].[CH3:32][S:33](Cl)(=[O:35])=[O:34]. Product: [CH2:1]([C:4]1[S:31][C:7]2[N:8]=[C:9]([N:25]3[CH2:29][CH2:28][C@H:27]([NH:30][S:33]([CH3:32])(=[O:35])=[O:34])[CH2:26]3)[N:10]=[C:11]([N:12]3[CH2:17][CH2:16][N:15]4[C:18]([C:21]([F:22])([F:23])[F:24])=[N:19][N:20]=[C:14]4[CH2:13]3)[C:6]=2[CH:5]=1)[CH2:2][CH3:3]. The catalyst class is: 300. (2) Reactant: [OH:1][C@@:2]1([C:9]#[C:10][C:11]2[CH:12]=[C:13]([N:17]3[C:25]4[CH2:24][CH2:23][N:22]([C:26]([O:28][C:29]([CH3:32])([CH3:31])[CH3:30])=[O:27])[CH2:21][C:20]=4[C:19]([C:33]([O:35]CC)=O)=[N:18]3)[CH:14]=[CH:15][CH:16]=2)[CH2:6][CH2:5][N:4]([CH3:7])[C:3]1=[O:8].[NH3:38]. Product: [C:33]([C:19]1[C:20]2[CH2:21][N:22]([C:26]([O:28][C:29]([CH3:31])([CH3:30])[CH3:32])=[O:27])[CH2:23][CH2:24][C:25]=2[N:17]([C:13]2[CH:14]=[CH:15][CH:16]=[C:11]([C:10]#[C:9][C@:2]3([OH:1])[CH2:6][CH2:5][N:4]([CH3:7])[C:3]3=[O:8])[CH:12]=2)[N:18]=1)(=[O:35])[NH2:38]. The catalyst class is: 5. (3) Reactant: [CH3:1][O:2][C:3]1[CH:8]=[CH:7][C:6]([NH:9][C:10]2[C:11](=[O:22])[NH:12][C:13](=[O:21])[C:14]=2[C:15]2[CH:20]=[CH:19][CH:18]=[CH:17][CH:16]=2)=[CH:5][CH:4]=1.[CH3:23][C:24]1[O:28][N:27]=[C:26]([CH2:29]O)[CH:25]=1.N(C(OCC)=O)=NC(OCC)=O.C1(P(C2C=CC=CC=2)C2C=CC=CC=2)C=CC=CC=1. Product: [CH3:1][O:2][C:3]1[CH:4]=[CH:5][C:6]([NH:9][C:10]2[C:11](=[O:22])[N:12]([CH2:29][C:26]3[CH:25]=[C:24]([CH3:23])[O:28][N:27]=3)[C:13](=[O:21])[C:14]=2[C:15]2[CH:20]=[CH:19][CH:18]=[CH:17][CH:16]=2)=[CH:7][CH:8]=1. The catalyst class is: 1. (4) Reactant: N1([O:10][C:11]2[C:12]3[N:13]=[CH:14][N:15]([C:38]=3[N:39]=[CH:40][N:41]=2)[C@@H:16]2[O:37][C@H:27]([CH2:28][O:29][Si:30]([C:33]([CH3:36])([CH3:35])[CH3:34])([CH3:32])[CH3:31])[C@@H:18]([O:19][Si:20]([C:23]([CH3:26])([CH3:25])[CH3:24])([CH3:22])[CH3:21])[CH2:17]2)C2C=CC=CC=2N=N1.C([O-])([O-])=O.[Cs+].[Cs+].[C:48]1(O)[CH:53]=[CH:52][CH:51]=[CH:50][CH:49]=1. Product: [Si:30]([O:29][C@@H:28]1[C@@H:27]([CH2:18][O:19][Si:20]([C:23]([CH3:26])([CH3:25])[CH3:24])([CH3:22])[CH3:21])[O:37][C@@H:16]([N:15]2[C:38]3[N:39]=[CH:40][N:41]=[C:11]([O:10][C:48]4[CH:53]=[CH:52][CH:51]=[CH:50][CH:49]=4)[C:12]=3[N:13]=[CH:14]2)[CH2:17]1)([C:33]([CH3:35])([CH3:36])[CH3:34])([CH3:32])[CH3:31]. The catalyst class is: 11. (5) Reactant: [NH:1]1[C:9]2[C:4](=[CH:5][CH:6]=[CH:7][CH:8]=2)[CH:3]=[C:2]1C([O-])=O.C([BH3-])#N.[Na+]. Product: [NH:1]1[C:9]2[C:4](=[CH:5][CH:6]=[CH:7][CH:8]=2)[CH2:3][CH2:2]1. The catalyst class is: 52. (6) Reactant: C(OC([NH:8][CH2:9][C:10]1[CH:15]=[C:14]([C:16]2[CH:25]=[CH:24][C:19]([C:20]([O:22][CH3:23])=[O:21])=[CH:18][CH:17]=2)[CH:13]=[CH:12][N:11]=1)=O)(C)(C)C.[C:26]([OH:32])([C:28]([F:31])([F:30])[F:29])=[O:27]. Product: [F:29][C:28]([F:31])([F:30])[C:26]([OH:32])=[O:27].[CH3:23][O:22][C:20](=[O:21])[C:19]1[CH:18]=[CH:17][C:16]([C:14]2[CH:13]=[CH:12][N:11]=[C:10]([CH2:9][NH2:8])[CH:15]=2)=[CH:25][CH:24]=1. The catalyst class is: 2. (7) Reactant: O[CH2:2][CH2:3][C@@H:4]1[C@@H:12]([O:13][C:14]2[CH:19]=[CH:18][CH:17]=[CH:16][CH:15]=2)[C@H:11]([CH3:20])[O:10][C:9](=[O:21])[C@@H:8]([NH:22][C:23](=[O:29])[O:24][C:25]([CH3:28])([CH3:27])[CH3:26])[CH2:7][CH2:6][CH2:5]1.[Br:30]C(Br)(Br)Br.C1(P(C2C=CC=CC=2)C2C=CC=CC=2)C=CC=CC=1.CC(C)=O. Product: [Br:30][CH2:2][CH2:3][C@@H:4]1[C@@H:12]([O:13][C:14]2[CH:19]=[CH:18][CH:17]=[CH:16][CH:15]=2)[C@H:11]([CH3:20])[O:10][C:9](=[O:21])[C@@H:8]([NH:22][C:23](=[O:29])[O:24][C:25]([CH3:28])([CH3:27])[CH3:26])[CH2:7][CH2:6][CH2:5]1. The catalyst class is: 2. (8) Reactant: [C:1]1([CH3:37])[CH:6]=[CH:5][CH:4]=[C:3]([C:7]2[C:20]3[C:21]4=[C:22]5[C:17](=[CH:18][CH:19]=3)[CH:16]=[CH:15][C:14]([C:23]3[CH:24]=[C:25]([CH3:29])[CH:26]=[CH:27][CH:28]=3)=[C:13]5[CH:12]=[CH:11][C:10]4=[C:9]([C:30]3[CH:31]=[C:32]([CH3:36])[CH:33]=[CH:34][CH:35]=3)[CH:8]=2)[CH:2]=1.CN(C=O)C.[Br:43]N1C(=O)CCC1=O.O. Product: [C:25]1([CH3:29])[CH:26]=[CH:27][CH:28]=[C:23]([C:14]2[CH:15]=[C:16]([Br:43])[C:17]3[C:22]4=[C:21]5[C:20]([C:7]([C:3]6[CH:2]=[C:1]([CH3:37])[CH:6]=[CH:5][CH:4]=6)=[CH:8][C:9]([C:30]6[CH:31]=[C:32]([CH3:36])[CH:33]=[CH:34][CH:35]=6)=[C:10]5[CH:11]=[CH:12][C:13]=24)=[CH:19][CH:18]=3)[CH:24]=1. The catalyst class is: 5. (9) Reactant: [CH2:1]([O:8][C:9]1[CH:10]=[CH:11][C:12]([CH3:27])=[C:13]([C:15]2[CH2:19][C:18]([CH2:23][C:24]([OH:26])=[O:25])([C:20]([OH:22])=[O:21])[O:17][N:16]=2)[CH:14]=1)[C:2]1[CH:7]=[CH:6][CH:5]=[CH:4][CH:3]=1.[C:28](OC(O[C:28]([CH3:31])([CH3:30])[CH3:29])N(C)C)([CH3:31])([CH3:30])[CH3:29]. Product: [CH2:1]([O:8][C:9]1[CH:10]=[CH:11][C:12]([CH3:27])=[C:13]([C:15]2[CH2:19][C:18]([CH2:23][C:24]([O:26][C:2]([CH3:7])([CH3:3])[CH3:1])=[O:25])([C:20]([O:22][C:28]([CH3:31])([CH3:30])[CH3:29])=[O:21])[O:17][N:16]=2)[CH:14]=1)[C:2]1[CH:7]=[CH:6][CH:5]=[CH:4][CH:3]=1. The catalyst class is: 11. (10) Reactant: C([S:4][CH:5]([CH2:21][NH:22][C:23]([O:25][C:26]([CH3:29])([CH3:28])[CH3:27])=[O:24])[CH2:6][CH2:7][CH:8]([NH:13][C:14]([O:16][C:17]([CH3:20])([CH3:19])[CH3:18])=[O:15])[C:9]([O:11]C)=[O:10])(=O)C.[OH-].[Na+]. Product: [C:17]([O:16][C:14]([NH:13][CH:8]([CH2:7][CH2:6][CH:5]([SH:4])[CH2:21][NH:22][C:23]([O:25][C:26]([CH3:29])([CH3:28])[CH3:27])=[O:24])[C:9]([OH:11])=[O:10])=[O:15])([CH3:20])([CH3:19])[CH3:18]. The catalyst class is: 24.